Dataset: Full USPTO retrosynthesis dataset with 1.9M reactions from patents (1976-2016). Task: Predict the reactants needed to synthesize the given product. (1) Given the product [CH2:31]([O:30][C:28]([C:2]1[N:3]=[C:4]([O:11][C:12]2[CH:17]=[CH:16][C:15]([CH2:18][C:19]([O:21][CH3:22])=[O:20])=[CH:14][CH:13]=2)[C:5]2[CH2:10][CH2:9][CH2:8][C:6]=2[N:7]=1)=[CH2:29])[CH3:32], predict the reactants needed to synthesize it. The reactants are: Cl[C:2]1[N:3]=[C:4]([O:11][C:12]2[CH:17]=[CH:16][C:15]([CH2:18][C:19]([O:21][CH3:22])=[O:20])=[CH:14][CH:13]=2)[C:5]2[CH2:10][CH2:9][CH2:8][C:6]=2[N:7]=1.C([Sn](CCCC)(CCCC)[C:28]([O:30][CH2:31][CH3:32])=[CH2:29])CCC.[F-].[Cs+]. (2) The reactants are: N(OCCC(C)C)=O.N[C:10]1[N:11]=[CH:12][C:13]([C:20]([O:22][CH3:23])=[O:21])=[N:14][C:15]=1[CH2:16][CH:17]([CH3:19])[CH3:18].[Br:24][Si](C)(C)C. Given the product [Br:24][C:10]1[N:11]=[CH:12][C:13]([C:20]([O:22][CH3:23])=[O:21])=[N:14][C:15]=1[CH2:16][CH:17]([CH3:19])[CH3:18], predict the reactants needed to synthesize it.